Dataset: Full USPTO retrosynthesis dataset with 1.9M reactions from patents (1976-2016). Task: Predict the reactants needed to synthesize the given product. (1) Given the product [Br:12][C:13]1[CH:19]=[CH:18][C:16]([NH:17][C:2]2[N:7]=[CH:6][CH:5]=[CH:4][N:3]=2)=[CH:15][CH:14]=1, predict the reactants needed to synthesize it. The reactants are: Cl[C:2]1[N:7]=[CH:6][CH:5]=[CH:4][N:3]=1.C(O)(=O)C.[Br:12][C:13]1[CH:19]=[CH:18][C:16]([NH2:17])=[CH:15][CH:14]=1.C(=O)([O-])O.[Na+]. (2) Given the product [CH2:1]([O:3][C:4]([CH:6]1[N:11]([C:26](=[O:33])[C:27]2[CH:32]=[CH:31][CH:30]=[CH:29][CH:28]=2)[CH2:10][CH2:9][N:8]([C:12]([O:14][C:15]([CH3:17])([CH3:16])[CH3:18])=[O:13])[CH2:7]1)=[O:5])[CH3:2], predict the reactants needed to synthesize it. The reactants are: [CH2:1]([O:3][C:4]([CH:6]1[NH:11][CH2:10][CH2:9][N:8]([C:12]([O:14][C:15]([CH3:18])([CH3:17])[CH3:16])=[O:13])[CH2:7]1)=[O:5])[CH3:2].C(N(CC)CC)C.[C:26](Cl)(=[O:33])[C:27]1[CH:32]=[CH:31][CH:30]=[CH:29][CH:28]=1. (3) Given the product [Cl:1][C:2]1[CH:3]=[C:4]([CH:12]([CH2:17][C@H:18]2[CH2:38][CH2:37][C:20]3([O:21][C@H:22]([C:31]4[CH:36]=[CH:35][CH:34]=[CH:33][CH:32]=4)[C@@H:23]([C:25]4[CH:26]=[CH:27][CH:28]=[CH:29][CH:30]=4)[O:24]3)[CH2:19]2)[C:13](=[O:16])[CH2:14][CH2:15][C:45]([C:40]2[CH:41]=[N:42][CH:43]=[CH:44][N:39]=2)=[O:46])[CH:5]=[CH:6][C:7]=1[S:8]([CH3:11])(=[O:9])=[O:10], predict the reactants needed to synthesize it. The reactants are: [Cl:1][C:2]1[CH:3]=[C:4]([CH:12]([CH2:17][C@H:18]2[CH2:38][CH2:37][C:20]3([O:24][C@H:23]([C:25]4[CH:30]=[CH:29][CH:28]=[CH:27][CH:26]=4)[C@@H:22]([C:31]4[CH:36]=[CH:35][CH:34]=[CH:33][CH:32]=4)[O:21]3)[CH2:19]2)[C:13](=[O:16])[CH:14]=[CH2:15])[CH:5]=[CH:6][C:7]=1[S:8]([CH3:11])(=[O:10])=[O:9].[N:39]1[CH:44]=[CH:43][N:42]=[CH:41][C:40]=1[CH:45]=[O:46].C(N(CC)CC)C. (4) Given the product [Cl:3][C:4]1[CH:13]=[C:12]([C:14]([NH:16][C@@H:17]([C:19]2[C:28]3[C:23](=[CH:24][CH:25]=[CH:26][CH:27]=3)[CH:22]=[CH:21][CH:20]=2)[CH3:18])=[O:15])[CH:11]=[C:10]([Cl:29])[C:5]=1[C:6]([OH:8])=[O:7], predict the reactants needed to synthesize it. The reactants are: [OH-].[Na+].[Cl:3][C:4]1[CH:13]=[C:12]([C:14]([NH:16][C@@H:17]([C:19]2[C:28]3[C:23](=[CH:24][CH:25]=[CH:26][CH:27]=3)[CH:22]=[CH:21][CH:20]=2)[CH3:18])=[O:15])[CH:11]=[C:10]([Cl:29])[C:5]=1[C:6]([O:8]C)=[O:7].N1CC2C(=CC=CC=2)C[C@H]1C(O)=O.CO. (5) Given the product [CH:16]1([N:7]2[CH2:8][C:9]([F:15])([F:14])[C:10](=[O:13])[N:11]([CH3:12])[C:5]3[CH:4]=[N:3][C:2]([NH:33][C:34]4[CH:47]=[CH:46][C:37]([C:38]([NH:40][CH2:41][CH2:42][N:43]([CH3:44])[CH3:45])=[O:39])=[CH:36][C:35]=4[O:48][CH3:49])=[N:20][C:6]2=3)[CH2:19][CH2:18][CH2:17]1, predict the reactants needed to synthesize it. The reactants are: Cl[C:2]1[N:3]=[CH:4][C:5]2[N:11]([CH3:12])[C:10](=[O:13])[C:9]([F:15])([F:14])[CH2:8][N:7]([CH:16]3[CH2:19][CH2:18][CH2:17]3)[C:6]=2[N:20]=1.O.C1(C)C(S(O)(=O)=O)=CC=CC=1.[NH2:33][C:34]1[CH:47]=[CH:46][C:37]([C:38]([NH:40][CH2:41][CH2:42][N:43]([CH3:45])[CH3:44])=[O:39])=[CH:36][C:35]=1[O:48][CH3:49]. (6) Given the product [F:1][C:2]1[CH:3]=[C:4]2[C:8](=[CH:9][CH:10]=1)[N:7]([S:17]([C:14]1[CH:15]=[CH:16][C:11]([CH3:21])=[CH:12][CH:13]=1)(=[O:19])=[O:18])[CH:6]=[CH:5]2, predict the reactants needed to synthesize it. The reactants are: [F:1][C:2]1[CH:3]=[C:4]2[C:8](=[CH:9][CH:10]=1)[NH:7][CH:6]=[CH:5]2.[C:11]1([CH3:21])[CH:16]=[CH:15][C:14]([S:17](Cl)(=[O:19])=[O:18])=[CH:13][CH:12]=1.[OH-].[Na+].